Dataset: Experimentally validated miRNA-target interactions with 360,000+ pairs, plus equal number of negative samples. Task: Binary Classification. Given a miRNA mature sequence and a target amino acid sequence, predict their likelihood of interaction. (1) The miRNA is hsa-miR-5586-5p with sequence UAUCCAGCUUGUUACUAUAUGC. The protein sequence of the target gene is MQFPMGPACIFLRKGIAEKQRERPLGQDELDELREAFLEFDKDQDGFISYKDLGNLMRTMGYMPTEMELTELGQQIRMNLGGRVDFEDFVELMTPKLLAETAGMIGVQEMRDAFKEFDANGDGEITLAELQQAMQRLLGEKLTPREIAEVVQEADINGDGTVDFEEFVKMMSR. Result: 0 (no interaction). (2) The miRNA is hsa-miR-7705 with sequence AAUAGCUCAGAAUGUCAGUUCUG. The protein sequence of the target gene is MLAFAARTVVKPLGLLKPSSLMKVSGRFKAHQDALPRLPVPPLQQSLDYYLKALQPIVSEEEWAHTKQLVDEFQTSGGVGERLQKGLERRAKKMENWLSEWWLKTAYLQFRQPVVIYSSPGVILPKQDFVDLQGQLRFAAKLIEGVLDFKSMIDNETLPVEFLGGQPLCMNQYYQILSSCRVPGPKQDSVVNFLKSKRPPTHITVVHNYQFFELDVYHSDGTPLTSDQIFVQLEKIWNSSLQSNKEPVGILTSNHRNTWAKAYNNLIKDKVNRESVNSIQKSIFTVCLDKQVPRVSDDVY.... Result: 0 (no interaction). (3) The miRNA is rno-miR-26b-5p with sequence UUCAAGUAAUUCAGGAUAGGU. The protein sequence of the target gene is MSDQAPKVPEEMFREVKYYAVGDIDPQVIQLLKAGKAKEVSYNALASHIISEDGDNPEVGEAREVFDLPVVKPSWVILSVQCGTLLPVNGFSPESCQIFFGITACLSQVSSEDRSALWALVTFYGGDCQLTLNKKCTHLIVPEPKGEKYECALKRASIKIVTPDWVLDCVSEKTKKDEAFYHPRLIIYEEEEEEEEEEEEVENEEQDSQNEGSTDEKSSPASSQEGSPSGDQQFSPKSNTEKSKGELMFDDSSDSSPEKQERNLNWTPAEVPQLAAAKRRLPQGKEPGLINLCANVPPVP.... Result: 0 (no interaction). (4) The protein sequence of the target gene is MGAMAYSLLFCLLLAHLGLGEVGASLDPPGRPDSPRERTPRGKQHGQQLPRASAPDPSIPWSRSTDGTILAQKLAEEVPVDVASYLYTGDFHQLKRANCSGRYELAGLPGKSPSLASSHPSLHGALDTLTHATNFLNMMLQSNKSREQTVQDDLQWYQALVRSLLEGEPSISRAAITFSTESLSTPAPQVFLQATREESRILLQDLSSSAHHLANATLETEWFHGLRRKWRPHLHRRGSNQGPRGLGHSWRRRDGLGGDRSHVKWSPPYLECENGSYKPGWLVTLSAAFYGLQPNLVPEF.... The miRNA is hsa-miR-506-5p with sequence UAUUCAGGAAGGUGUUACUUAA. Result: 0 (no interaction). (5) The miRNA is mmu-miR-3473d with sequence CCACUGAGCCACUUUCCAGCCCUU. The protein sequence of the target gene is MAEEGERKKIPLVPENLLKKRKAYQALKATQAKQALLAKRERKGKQFRFRRLESFVHDSWRQQRDKVRVQRLEVKPRALEVPDKHPLAFVIRMERIEGVSLLVKSTIMKLGLKKLFSGVFVKVTPQSVRMLRTVEPYVTWGFPNLKSVRELILKRGQAKINNKTVPLTDNTVIEEHLGRFGVICLEDLIHEIAFPGKHFQEVSSFLCPFLLSVARHATRNRVGFRKEMGSPGYRGDRINQLIRQLN. Result: 1 (interaction). (6) The miRNA is hsa-miR-3613-3p with sequence ACAAAAAAAAAAGCCCAACCCUUC. The protein sequence of the target gene is MNPALGNQTDVAGLFLANSSEALERAVRCCTQASVVTDDGFAEGGPDERSLYIMRVVQIAVMCVLSLTVVFGIFFLGCNLLIKSEGMINFLVKDRRPSKEVEAVVVGPY. Result: 0 (no interaction). (7) The miRNA is hsa-miR-4673 with sequence UCCAGGCAGGAGCCGGACUGGA. The protein sequence of the target gene is MSDKLPYKVADIGLAAWGRKALDIAENEMPGLMRMRERYSASKPLKGARIAGCLHMTVETAVLIETLVTLGAEVQWSSCNIFSTQDHAAAAIAKAGIPVYAWKGETDEEYLWCIEQTLYFKDGPLNMILDDGGDLTNLIHTKYPQLLPGIRGISEETTTGVHNLYKMMANGILKVPAINVNDSVTKSKFDNLYGCRESLIDGIKRATDVMIAGKVAVVAGYGDVGKGCAQALRGFGARVIITEIDPINALQAAMEGYEVTTMDEACQEGNIFVTTTGCIDIILGRHFEQMKDDAIVCNIG.... Result: 1 (interaction). (8) Result: 0 (no interaction). The miRNA is mmu-miR-3100-3p with sequence CUGUGACACACCCGCUCCCAG. The protein sequence of the target gene is MPMANLLLLIVPILIAMAFLMLTERKILGYMQLRKGPNVVGPYGLLQPFADAMKLFTKEPLKPATSTITLYITAPTLALTIALLLWTPLPMPNPLVNLNLGLLFILATSSLAVYSILWSGWASNSNYALIGALRAVAQTISYEVTLAIILLSTLLMSGSFNLSTLITTQEHLWLLLPSWPLAMMWFISTLAETNRTPFDLAEGESELVSGFNIEYAAGPFALFFMAEYTNIIMMNTLTTTIFLGTTYDALSPELYTTYFVTKTLLLTSLFLWIRTAYPRFRYDQLMHLLWKNFLPLTLAL.... (9) The miRNA is hsa-miR-23a-3p with sequence AUCACAUUGCCAGGGAUUUCC. The protein sequence of the target gene is MATIVPCSLEKEEGAPSGPRRLQTEIDVDANDSGNELSMGGSSSEGDSMSHHRGEHSPNHHHQDNHLGSGPPPPQFTGSLFDTPPSMIQSPQQQPQFQFNTGFGLGLPQDSFRCSVCSKSSTIGVLPFVCAHKTCQSCYQMTPSSYDRRACKLCGAVSTATANFTSQMYLSPTLPSPPRGALMSDCSTPTMNNHINSSTPLHQPRAFSFSLSGMPGSPSPVMGARMPSSAGGLMMRPIGFPDSDSSLTSWSPLQQPSQLSINNLSSIGGHQQQSPMLMQNVFDSLAVNDDTPVFSPLSPT.... Result: 0 (no interaction).